This data is from PAMPA (Parallel Artificial Membrane Permeability Assay) permeability data from NCATS. The task is: Regression/Classification. Given a drug SMILES string, predict its absorption, distribution, metabolism, or excretion properties. Task type varies by dataset: regression for continuous measurements (e.g., permeability, clearance, half-life) or binary classification for categorical outcomes (e.g., BBB penetration, CYP inhibition). Dataset: pampa_ncats. (1) The result is 1 (high permeability). The molecule is C1CN(CCC1C(=O)N)C2=NC=C(S2)C3=CC4=C(C=C3)OC(O4)(F)F. (2) The drug is C1=CC=NC(=C1)CC(=O)NC2=NN=C(S2)CCCCC3=NN=C(C=C3)NC(=O)CC4=CC(=CC=C4)OC(F)(F)F. The result is 1 (high permeability). (3) The compound is CC1=C2C(=CC=C1)NC(=N2)C[C@@H]3C[C@H]([C@@H](C=C3C)CN4C(=O)C(=C(C4=O)C)C)C(C)C. The result is 1 (high permeability). (4) The drug is CCCCOC1=CC=CC=C1C(=O)NC2=CC=CC=C2C(=O)NC3=CC(=CC=C3)S(=O)(=O)C(F)(F)F. The result is 0 (low-to-moderate permeability). (5) The molecule is CC1CCN(CC1)C(=O)C2=CC=C(C=C2)C3=CN=C(C=C3)N4CCSCC4. The result is 1 (high permeability). (6) The molecule is CC(C)(C)N1C2=NC=NC(=C2C(=N1)C3=CC=C(C=C3)Cl)N. The result is 1 (high permeability). (7) The compound is CC1=CC2=C(N=C(C=C2N1CCN(C)C)C3=C(ON=C3C)C)C4=CC(=NC=C4)OC. The result is 1 (high permeability).